Dataset: NCI-60 drug combinations with 297,098 pairs across 59 cell lines. Task: Regression. Given two drug SMILES strings and cell line genomic features, predict the synergy score measuring deviation from expected non-interaction effect. (1) Drug 1: C1=CC(=CC=C1C#N)C(C2=CC=C(C=C2)C#N)N3C=NC=N3. Drug 2: CCN(CC)CCNC(=O)C1=C(NC(=C1C)C=C2C3=C(C=CC(=C3)F)NC2=O)C. Cell line: EKVX. Synergy scores: CSS=-4.76, Synergy_ZIP=-0.490, Synergy_Bliss=-2.15, Synergy_Loewe=-5.49, Synergy_HSA=-5.46. (2) Drug 1: C1CC(=O)NC(=O)C1N2CC3=C(C2=O)C=CC=C3N. Drug 2: C#CCC(CC1=CN=C2C(=N1)C(=NC(=N2)N)N)C3=CC=C(C=C3)C(=O)NC(CCC(=O)O)C(=O)O. Cell line: MDA-MB-435. Synergy scores: CSS=2.71, Synergy_ZIP=-1.80, Synergy_Bliss=-2.20, Synergy_Loewe=-1.06, Synergy_HSA=-1.00. (3) Drug 1: CC1=C(C=C(C=C1)C(=O)NC2=CC(=CC(=C2)C(F)(F)F)N3C=C(N=C3)C)NC4=NC=CC(=N4)C5=CN=CC=C5. Drug 2: COC1=C2C(=CC3=C1OC=C3)C=CC(=O)O2. Cell line: NCI-H522. Synergy scores: CSS=-3.50, Synergy_ZIP=1.35, Synergy_Bliss=0.333, Synergy_Loewe=-2.90, Synergy_HSA=-2.80. (4) Drug 1: CC1=CC=C(C=C1)C2=CC(=NN2C3=CC=C(C=C3)S(=O)(=O)N)C(F)(F)F. Drug 2: CC(C)CN1C=NC2=C1C3=CC=CC=C3N=C2N. Cell line: SR. Synergy scores: CSS=-2.51, Synergy_ZIP=5.66, Synergy_Bliss=-0.362, Synergy_Loewe=-2.37, Synergy_HSA=-2.07. (5) Drug 1: CN1C(=O)N2C=NC(=C2N=N1)C(=O)N. Drug 2: CC1=C(C=C(C=C1)C(=O)NC2=CC(=CC(=C2)C(F)(F)F)N3C=C(N=C3)C)NC4=NC=CC(=N4)C5=CN=CC=C5. Cell line: NCIH23. Synergy scores: CSS=-3.03, Synergy_ZIP=1.09, Synergy_Bliss=0.146, Synergy_Loewe=-1.62, Synergy_HSA=-3.74. (6) Drug 1: C1=C(C(=O)NC(=O)N1)N(CCCl)CCCl. Drug 2: CC(C)CN1C=NC2=C1C3=CC=CC=C3N=C2N. Cell line: HS 578T. Synergy scores: CSS=11.3, Synergy_ZIP=0.0170, Synergy_Bliss=5.23, Synergy_Loewe=-1.39, Synergy_HSA=-0.498. (7) Drug 1: CCC1=CC2CC(C3=C(CN(C2)C1)C4=CC=CC=C4N3)(C5=C(C=C6C(=C5)C78CCN9C7C(C=CC9)(C(C(C8N6C)(C(=O)OC)O)OC(=O)C)CC)OC)C(=O)OC.C(C(C(=O)O)O)(C(=O)O)O. Drug 2: N.N.Cl[Pt+2]Cl. Cell line: BT-549. Synergy scores: CSS=44.6, Synergy_ZIP=-1.92, Synergy_Bliss=-3.33, Synergy_Loewe=-40.5, Synergy_HSA=-3.82.